This data is from Reaction yield outcomes from USPTO patents with 853,638 reactions. The task is: Predict the reaction yield, written as a fraction of the theoretical maximum amount of product (1.0 means a 100% yield; for example, 0.34 means a 34% yield). (1) The catalyst is C1COCC1.O. The product is [C:25]([O:24][C:22]([NH:21][C@@H:18]([C:13]1[C:12]([F:29])=[C:11]([C:16]([Cl:17])=[CH:15][CH:14]=1)[O:10][C:8]1[CH:7]=[CH:6][C:5]([F:30])=[C:4]([CH:9]=1)[C:3]([OH:31])=[O:2])[CH2:19][CH3:20])=[O:23])([CH3:26])([CH3:27])[CH3:28]. The yield is 0.910. The reactants are C[O:2][C:3](=[O:31])[C:4]1[CH:9]=[C:8]([O:10][C:11]2[C:16]([Cl:17])=[CH:15][CH:14]=[C:13]([C@H:18]([NH:21][C:22]([O:24][C:25]([CH3:28])([CH3:27])[CH3:26])=[O:23])[CH2:19][CH3:20])[C:12]=2[F:29])[CH:7]=[CH:6][C:5]=1[F:30].O[Li].O. (2) The product is [F:44][CH:2]([F:1])[C:3]1[N:7]([C:8]2[N:13]=[C:12]([N:14]3[CH2:15][CH2:16][N:17]([S:20]([CH3:23])(=[O:21])=[O:22])[CH2:18][CH2:19]3)[N:11]=[C:10]([N:24]3[CH2:29][CH2:28][O:27][CH2:26][CH2:25]3)[N:9]=2)[C:6]2[CH:30]=[C:31]([NH2:36])[CH:32]=[C:33]([O:34][CH3:35])[C:5]=2[N:4]=1. The catalyst is C(Cl)Cl.O. The reactants are [F:1][CH:2]([F:44])[C:3]1[N:7]([C:8]2[N:13]=[C:12]([N:14]3[CH2:19][CH2:18][N:17]([S:20]([CH3:23])(=[O:22])=[O:21])[CH2:16][CH2:15]3)[N:11]=[C:10]([N:24]3[CH2:29][CH2:28][O:27][CH2:26][CH2:25]3)[N:9]=2)[C:6]2[CH:30]=[C:31]([NH:36]C(=O)OC(C)(C)C)[CH:32]=[C:33]([O:34][CH3:35])[C:5]=2[N:4]=1.C(O)(C(F)(F)F)=O.N. The yield is 0.860. (3) The reactants are O=[C:2]1[CH2:7][CH2:6][CH:5]([NH:8][C:9](=[O:18])[O:10][CH2:11][C:12]2[CH:17]=[CH:16][CH:15]=[CH:14][CH:13]=2)[CH2:4][CH2:3]1.[N:19]1(NC(OC(C)(C)C)=O)[CH2:24][CH2:23][NH:22][CH2:21][CH2:20]1.O1CCC(=O)CC1.N1CCC(N[C:47](=[O:53])[O:48][C:49]([CH3:52])([CH3:51])[CH3:50])CC1. No catalyst specified. The product is [CH2:11]([O:10][C:9]([NH:8][CH:5]1[CH2:6][CH2:7][CH:2]([N:22]2[CH2:23][CH2:24][N:19]([C:47]([O:48][C:49]([CH3:52])([CH3:51])[CH3:50])=[O:53])[CH2:20][CH2:21]2)[CH2:3][CH2:4]1)=[O:18])[C:12]1[CH:17]=[CH:16][CH:15]=[CH:14][CH:13]=1. The yield is 0.960. (4) The reactants are [CH:1]1([N:6]2[C:11]3[N:12]=[C:13]([S:16][CH3:17])[N:14]=[CH:15][C:10]=3[CH:9]=[C:8]([CH2:18][C:19](O)=[O:20])[C:7]2=[O:22])[CH2:5][CH2:4][CH2:3][CH2:2]1.C(N1C=CN=C1)(N1C=CN=C1)=O.[C:35]([NH:38][NH2:39])(=[O:37])[CH3:36]. The catalyst is C1COCC1. The product is [C:35]([NH:38][NH:39][C:19](=[O:20])[CH2:18][C:8]1[C:7](=[O:22])[N:6]([CH:1]2[CH2:2][CH2:3][CH2:4][CH2:5]2)[C:11]2[N:12]=[C:13]([S:16][CH3:17])[N:14]=[CH:15][C:10]=2[CH:9]=1)(=[O:37])[CH3:36]. The yield is 0.720.